From a dataset of hERG Central: cardiac toxicity at 1µM, 10µM, and general inhibition. Predict hERG channel inhibition at various concentrations. (1) The drug is CC1(C)CC(NC(=O)c2ccc(Cl)c(S(=O)(=O)N(Cc3ccccc3)c3ccccc3)c2)CC(C)(C)N1. Results: hERG_inhib (hERG inhibition (general)): blocker. (2) The molecule is CCc1ccc2oc(-c3ccc(OC)cc3)cc(=[NH+]c3c(C)n(C)n(-c4ccccc4)c3=O)c2c1.F[B-](F)(F)F. Results: hERG_inhib (hERG inhibition (general)): blocker. (3) The compound is COc1ccc(C(=S)N2CCOCC2)cc1OS(=O)(=O)c1ccc(Br)cc1. Results: hERG_inhib (hERG inhibition (general)): blocker. (4) The molecule is Cc1cc(Cc2ccc([N+](=O)[O-])cc2)c(C)cn1. Results: hERG_inhib (hERG inhibition (general)): blocker. (5) The molecule is COc1ccc(CN2CCN(S(=O)(=O)c3ccccc3)CC2)c(OC)c1.O=C(O)C(=O)O. Results: hERG_inhib (hERG inhibition (general)): blocker. (6) The compound is COC(=O)CCC(=O)OC1(C)C(=O)C2=CN(C3CCCC3)C(c3ccc(OC)cc3)=CC2=C(Br)C1=O. Results: hERG_inhib (hERG inhibition (general)): blocker. (7) The compound is O=C(O)C(=O)O.c1ccc(OCCOCCN2CCN(C(c3ccccc3)c3ccccc3)CC2)cc1. Results: hERG_inhib (hERG inhibition (general)): blocker.